From a dataset of Reaction yield outcomes from USPTO patents with 853,638 reactions. Predict the reaction yield, written as a fraction of the theoretical maximum amount of product (1.0 means a 100% yield; for example, 0.34 means a 34% yield). (1) The reactants are [H-].[Na+].Cl[C:4]1[CH:9]=[CH:8][C:7]([C:10]([F:13])([F:12])[F:11])=[CH:6][N:5]=1.[CH3:14][C:15]([C:17]1[CH:22]=[CH:21][CH:20]=[C:19]([O:23][CH3:24])[CH:18]=1)=O.[OH-:25].[Na+].Cl.[NH2:28]O. The catalyst is COCCOC.O.CO. The product is [CH3:24][O:23][C:19]1[CH:18]=[C:17]([C:15](=[N:28][OH:25])[CH2:14][C:4]2[CH:9]=[CH:8][C:7]([C:10]([F:13])([F:12])[F:11])=[CH:6][N:5]=2)[CH:22]=[CH:21][CH:20]=1. The yield is 0.444. (2) The reactants are [CH:1]([C:3]1[CH:8]=[CH:7][C:6]([O:9][C:10]2[CH:15]=[CH:14][CH:13]=[C:12]([CH3:16])[N:11]=2)=[CH:5][CH:4]=1)=[CH2:2].B1C2CCCC1CCC2.C1C[O:29]CC1. No catalyst specified. The product is [CH3:16][C:12]1[N:11]=[C:10]([O:9][C:6]2[CH:5]=[CH:4][C:3]([CH2:1][CH2:2][OH:29])=[CH:8][CH:7]=2)[CH:15]=[CH:14][CH:13]=1. The yield is 1.28. (3) The reactants are [CH3:1][N:2]1[C:6]2[CH:7]=[C:8]([C:11]([OH:13])=O)[CH:9]=[CH:10][C:5]=2[N:4]=[N:3]1.C(N1C=CN=C1)(N1C=CN=C1)=O.Cl.[CH3:27][NH:28][O:29][CH3:30]. The catalyst is CN(C)C=O. The product is [CH3:30][O:29][N:28]([CH3:27])[C:11]([C:8]1[CH:9]=[CH:10][C:5]2[N:4]=[N:3][N:2]([CH3:1])[C:6]=2[CH:7]=1)=[O:13]. The yield is 0.820. (4) The reactants are CCN(C(C)C)C(C)C.[Li]CCCC.[Cl:15][C:16]1[CH:24]=[CH:23][C:19]([C:20]([OH:22])=[O:21])=[CH:18][C:17]=1[F:25].[Br:26]C(Cl)(Cl)C(Br)(Cl)Cl. The catalyst is C1COCC1. The product is [Br:26][C:18]1[C:17]([F:25])=[C:16]([Cl:15])[CH:24]=[CH:23][C:19]=1[C:20]([OH:22])=[O:21]. The yield is 0.833.